From a dataset of Choline transporter screen with 302,306 compounds. Binary Classification. Given a drug SMILES string, predict its activity (active/inactive) in a high-throughput screening assay against a specified biological target. The molecule is S(CC(=O)N1CCC(CC1)C(O)=O)c1n(c2cc(c(cc2)C)C)c(=O)c2c(n1)cccc2. The result is 0 (inactive).